Dataset: Reaction yield outcomes from USPTO patents with 853,638 reactions. Task: Predict the reaction yield, written as a fraction of the theoretical maximum amount of product (1.0 means a 100% yield; for example, 0.34 means a 34% yield). (1) The product is [N:1]1([C:10]([O:12][C:13]([CH3:16])([CH3:15])[CH3:14])=[O:11])[CH:5]2[CH2:6][NH:7][CH2:8][CH2:9][CH:4]2[CH2:3][CH2:2]1. The catalyst is O=[Pt]=O.CC(O)=O. The reactants are [N:1]1([C:10]([O:12][C:13]([CH3:16])([CH3:15])[CH3:14])=[O:11])[C:5]2=[CH:6][N:7]=[CH:8][CH:9]=[C:4]2[CH:3]=[CH:2]1.CCO. The yield is 0.950. (2) The catalyst is C1COCC1. The yield is 0.934. The product is [CH2:36]([O:43]/[N:44]=[C:17](\[CH2:18][O:19][C:20]1[CH:25]=[CH:24][CH:23]=[CH:22][CH:21]=1)/[CH2:16][N:6]1[C:7]2[CH:8]=[CH:9][C:10]([Br:15])=[CH:11][C:12]=2[C:13]2[C:5]1=[CH:4][CH:3]=[C:2]([Br:1])[CH:14]=2)[C:37]1[CH:42]=[CH:41][CH:40]=[CH:39][CH:38]=1. The reactants are [Br:1][C:2]1[CH:3]=[CH:4][C:5]2[N:6]([CH2:16][C:17](=O)[CH2:18][O:19][C:20]3[CH:25]=[CH:24][CH:23]=[CH:22][CH:21]=3)[C:7]3[C:12]([C:13]=2[CH:14]=1)=[CH:11][C:10]([Br:15])=[CH:9][CH:8]=3.N1C(C)=CC=CC=1C.Cl.[CH2:36]([O:43][NH2:44])[C:37]1[CH:42]=[CH:41][CH:40]=[CH:39][CH:38]=1. (3) The reactants are [Si:1]([O:8][C:9]1([C:15]([O:17][CH2:18][CH3:19])=[O:16])[CH2:11][CH:10]1C(O)=O)([C:4]([CH3:7])([CH3:6])[CH3:5])([CH3:3])[CH3:2].C1C=CC(P([N:34]=[N+]=[N-])(C2C=CC=CC=2)=O)=CC=1.[CH2:37]([OH:44])[C:38]1[CH:43]=[CH:42][CH:41]=[CH:40][CH:39]=1.C([O:48][CH2:49]C)(=O)C. The catalyst is C1(C)C=CC=CC=1. The product is [CH2:18]([O:17][C:15]([C:9]1([O:8][Si:1]([C:4]([CH3:5])([CH3:6])[CH3:7])([CH3:2])[CH3:3])[CH2:11][CH:10]1[NH:34][C:49]([O:44][CH2:37][C:38]1[CH:43]=[CH:42][CH:41]=[CH:40][CH:39]=1)=[O:48])=[O:16])[CH3:19]. The yield is 0.300. (4) The reactants are BrC1C2C(=CC(F)=CC=2)N(S(C2C=CC=CC=2)(=O)=O)C=1.[F:21][C:22]1[CH:30]=[C:29]2[C:25]([C:26]([C:31]3[C:32]([CH3:50])=[N:33][N:34]([CH2:36][CH:37]4[CH2:42][CH2:41][N:40](C(OC(C)(C)C)=O)[CH2:39][CH2:38]4)[CH:35]=3)=[CH:27][NH:28]2)=[CH:24][CH:23]=1. No catalyst specified. The product is [F:21][C:22]1[CH:30]=[C:29]2[C:25]([C:26]([C:31]3[C:32]([CH3:50])=[N:33][N:34]([CH2:36][CH:37]4[CH2:38][CH2:39][NH:40][CH2:41][CH2:42]4)[CH:35]=3)=[CH:27][NH:28]2)=[CH:24][CH:23]=1. The yield is 0.440. (5) The reactants are [CH2:1]([C:3]1[NH:4][C:5](=[O:27])[C:6]([CH2:12][C:13]2[CH:18]=[CH:17][C:16]([C:19]3[C:20]([C:25]#[N:26])=[CH:21][CH:22]=[CH:23][CH:24]=3)=[CH:15][CH:14]=2)=[C:7]([CH2:9][CH2:10][CH3:11])[N:8]=1)[CH3:2].[O:28]1[CH2:33][CH2:32][CH:31]([O:34][C:35]2[N:40]=[CH:39][C:38](B(O)O)=[CH:37][CH:36]=2)[CH2:30][CH2:29]1.N1C=CC=CC=1.C(N(CC)CC)C. The catalyst is C([O-])(=O)C.[Cu+2].C([O-])(=O)C.C(OCC)(=O)C.C(Cl)Cl. The product is [CH2:1]([C:3]1[N:4]([C:38]2[CH:39]=[N:40][C:35]([O:34][CH:31]3[CH2:32][CH2:33][O:28][CH2:29][CH2:30]3)=[CH:36][CH:37]=2)[C:5](=[O:27])[C:6]([CH2:12][C:13]2[CH:18]=[CH:17][C:16]([C:19]3[C:20]([C:25]#[N:26])=[CH:21][CH:22]=[CH:23][CH:24]=3)=[CH:15][CH:14]=2)=[C:7]([CH2:9][CH2:10][CH3:11])[N:8]=1)[CH3:2]. The yield is 0.260.